From a dataset of Full USPTO retrosynthesis dataset with 1.9M reactions from patents (1976-2016). Predict the reactants needed to synthesize the given product. (1) The reactants are: [CH:1]1[C:13]2[CH:12]([CH2:14][O:15][C:16](=[O:44])[NH:17][C:18]3[CH:23]=[CH:22][C:21]([S:24][C:25]4[CH:30]=[CH:29][C:28]([NH:31][C:32]([C:34]5[CH:39]=[CH:38][C:37]([Br:40])=[CH:36][N:35]=5)=[O:33])=[CH:27][C:26]=4[N+:41]([O-])=O)=[CH:20][CH:19]=3)[C:11]3[C:6](=[CH:7][CH:8]=[CH:9][CH:10]=3)[C:5]=2[CH:4]=[CH:3][CH:2]=1.C(O)(=O)C. Given the product [CH:1]1[C:13]2[CH:12]([CH2:14][O:15][C:16](=[O:44])[NH:17][C:18]3[CH:19]=[CH:20][C:21]([S:24][C:25]4[CH:30]=[CH:29][C:28]([NH:31][C:32]([C:34]5[CH:39]=[CH:38][C:37]([Br:40])=[CH:36][N:35]=5)=[O:33])=[CH:27][C:26]=4[NH2:41])=[CH:22][CH:23]=3)[C:11]3[C:6](=[CH:7][CH:8]=[CH:9][CH:10]=3)[C:5]=2[CH:4]=[CH:3][CH:2]=1, predict the reactants needed to synthesize it. (2) Given the product [CH:6]([OH:8])=[O:7].[OH:38][C:4]1[C:3]([CH2:1][NH:41][CH:42]([C:54]2[CH:59]=[CH:58][CH:57]=[CH:56][CH:55]=2)[C:43](=[O:44])[O:45][C@@H:46]2[CH:51]3[CH2:50][CH2:49][N:48]([CH2:53][CH2:52]3)[CH2:47]2)=[CH:37][CH:36]=[CH:35][C:5]=1[C:6]([O:8][C@H:9]([C:20]1[CH:25]=[CH:24][C:23]([O:26][CH:27]([F:28])[F:29])=[C:22]([O:30][CH2:31][CH:32]2[CH2:33][CH2:34]2)[CH:21]=1)[CH2:10][C:11]1[C:16]([Cl:17])=[CH:15][N+:14]([O-:18])=[CH:13][C:12]=1[Cl:19])=[O:7], predict the reactants needed to synthesize it. The reactants are: [CH:1]([C:3]1[C:4]([OH:38])=[C:5]([CH:35]=[CH:36][CH:37]=1)[C:6]([O:8][C@H:9]([C:20]1[CH:25]=[CH:24][C:23]([O:26][CH:27]([F:29])[F:28])=[C:22]([O:30][CH2:31][CH:32]2[CH2:34][CH2:33]2)[CH:21]=1)[CH2:10][C:11]1[C:16]([Cl:17])=[CH:15][N+:14]([O-:18])=[CH:13][C:12]=1[Cl:19])=[O:7])=O.Cl.Cl.[NH2:41][C@H:42]([C:54]1[CH:59]=[CH:58][CH:57]=[CH:56][CH:55]=1)[C:43]([O:45][C@@H:46]1[CH:51]2[CH2:52][CH2:53][N:48]([CH2:49][CH2:50]2)[CH2:47]1)=[O:44].